From a dataset of Reaction yield outcomes from USPTO patents with 853,638 reactions. Predict the reaction yield, written as a fraction of the theoretical maximum amount of product (1.0 means a 100% yield; for example, 0.34 means a 34% yield). (1) The catalyst is C(O)C.S([O-])([O-])(=O)=O.[Ag+2]. The product is [NH2:3][C:4]1[CH:11]=[CH:10][C:7]([C:8]#[N:9])=[CH:6][C:5]=1[I:1]. The reactants are [I:1]I.[NH2:3][C:4]1[CH:11]=[CH:10][C:7]([C:8]#[N:9])=[CH:6][CH:5]=1. The yield is 0.360. (2) No catalyst specified. The reactants are [Br:1][C:2]1[CH:3]=[N:4][C:5](I)=[N:6][CH:7]=1.[F:9][C:10]([F:21])([F:20])[C:11]1[CH:16]=[CH:15][CH:14]=[CH:13][C:12]=1B(O)O. The product is [Br:1][C:2]1[CH:3]=[N:4][C:5]([C:12]2[CH:13]=[CH:14][CH:15]=[CH:16][C:11]=2[C:10]([F:21])([F:20])[F:9])=[N:6][CH:7]=1. The yield is 0.520. (3) The reactants are [CH2:1]([O:3][C:4](=[O:25])[CH2:5][C:6]1[N:7]=[C:8]([C:11]2[CH:16]=[CH:15][C:14](OS(C(F)(F)F)(=O)=O)=[CH:13][CH:12]=2)[O:9][CH:10]=1)[CH3:2].[CH3:26][S:27]([C:30]1[CH:35]=[CH:34][C:33](B(O)O)=[CH:32][CH:31]=1)(=[O:29])=[O:28].C1(P(C2C=CC=CC=2)C2C=CC=CC=2)C=CC=CC=1.[F-].[Cs+]. The catalyst is CN(C=O)C.C([O-])(=O)C.[Pd+2].C([O-])(=O)C. The product is [CH2:1]([O:3][C:4](=[O:25])[CH2:5][C:6]1[N:7]=[C:8]([C:11]2[CH:12]=[CH:13][C:14]([C:33]3[CH:34]=[CH:35][C:30]([S:27]([CH3:26])(=[O:29])=[O:28])=[CH:31][CH:32]=3)=[CH:15][CH:16]=2)[O:9][CH:10]=1)[CH3:2]. The yield is 0.120. (4) The reactants are Cl[C:2]1[CH:7]=[CH:6][N:5]=[C:4]([C:8]2[C:13]3[O:14][C:15]4[C:20]([CH:21]([CH3:23])[CH3:22])=[CH:19][CH:18]=[CH:17][C:16]=4[C:12]=3[CH:11]=[CH:10][CH:9]=2)[CH:3]=1.P([O-])([O-])([O-])=O.[K+].[K+].[K+].[CH3:32][C:33]1(C)[C:37](C)(C)OB(C(C)=C)O1.C1(P(C2CCCCC2)C2C=CC=CC=2C2C(OC)=CC=CC=2OC)CCCCC1. The catalyst is C1(C)C=CC=CC=1.O.C1C=CC(/C=C/C(/C=C/C2C=CC=CC=2)=O)=CC=1.C1C=CC(/C=C/C(/C=C/C2C=CC=CC=2)=O)=CC=1.C1C=CC(/C=C/C(/C=C/C2C=CC=CC=2)=O)=CC=1.[Pd].[Pd]. The product is [CH:21]([C:20]1[C:15]2[O:14][C:13]3[C:8]([C:4]4[CH:3]=[C:2]([C:33]([CH3:37])=[CH2:32])[CH:7]=[CH:6][N:5]=4)=[CH:9][CH:10]=[CH:11][C:12]=3[C:16]=2[CH:17]=[CH:18][CH:19]=1)([CH3:23])[CH3:22]. The yield is 0.601.